This data is from Full USPTO retrosynthesis dataset with 1.9M reactions from patents (1976-2016). The task is: Predict the reactants needed to synthesize the given product. (1) Given the product [C:18]([O:17][C:15]([N:13]1[CH2:14][CH:11]([C:39]2[CH:44]=[CH:43][C:42]([N+:45]([O-:47])=[O:46])=[CH:41][CH:40]=2)[CH2:12]1)=[O:16])([CH3:21])([CH3:20])[CH3:19], predict the reactants needed to synthesize it. The reactants are: BrCCBr.C[Si](Cl)(C)C.I[CH:11]1[CH2:14][N:13]([C:15]([O:17][C:18]([CH3:21])([CH3:20])[CH3:19])=[O:16])[CH2:12]1.O1C=CC=C1P(C1OC=CC=1)C1OC=CC=1.I[C:39]1[CH:44]=[CH:43][C:42]([N+:45]([O-:47])=[O:46])=[CH:41][CH:40]=1. (2) Given the product [N:15]1([CH2:21][CH2:22][O:23][C:24]2[C:33]3[C:28](=[CH:29][CH:30]=[CH:31][CH:32]=3)[C:27]([NH:34][C:9](=[O:11])[C:8]3[CH:12]=[CH:13][CH:14]=[C:6]([N:1]4[CH:2]=[CH:3][CH:4]=[CH:5]4)[CH:7]=3)=[CH:26][CH:25]=2)[CH2:20][CH2:19][O:18][CH2:17][CH2:16]1, predict the reactants needed to synthesize it. The reactants are: [N:1]1([C:6]2[CH:7]=[C:8]([CH:12]=[CH:13][CH:14]=2)[C:9]([OH:11])=O)[CH:5]=[CH:4][CH:3]=[CH:2]1.[N:15]1([CH2:21][CH2:22][O:23][C:24]2[C:33]3[C:28](=[CH:29][CH:30]=[CH:31][CH:32]=3)[C:27]([NH2:34])=[CH:26][CH:25]=2)[CH2:20][CH2:19][O:18][CH2:17][CH2:16]1. (3) Given the product [O:1]1[C:5]2[CH:6]=[CH:7][C:8]([C:10](=[O:11])[CH2:18][S:19][C@H:20]3[C:23](=[O:24])[N:22]([C:25]4[CH:26]=[CH:27][C:28]([CH3:31])=[CH:29][CH:30]=4)[C@@H:21]3[C:32]3[CH:46]=[CH:45][C:35]([O:36][CH2:37][C:38]([OH:40])=[O:39])=[CH:34][CH:33]=3)=[CH:9][C:4]=2[O:3][CH2:2]1, predict the reactants needed to synthesize it. The reactants are: [O:1]1[C:5]2[CH:6]=[CH:7][C:8]([C:10]3([CH2:18][S:19][C@H:20]4[C:23](=[O:24])[N:22]([C:25]5[CH:30]=[CH:29][C:28]([CH3:31])=[CH:27][CH:26]=5)[C@@H:21]4[C:32]4[CH:46]=[CH:45][C:35]([O:36][CH2:37][C:38]([O:40]C(C)(C)C)=[O:39])=[CH:34][CH:33]=4)OCC(C)(C)C[O:11]3)=[CH:9][C:4]=2[O:3][CH2:2]1.